This data is from Forward reaction prediction with 1.9M reactions from USPTO patents (1976-2016). The task is: Predict the product of the given reaction. Given the reactants CN1C=C(C2NC3=NC=CC(C4C=CC(C5(NC(C6OC(C(C)(C)C)=NN=6)=O)CC5)=CC=4)=C3N=2)C=N1.[Br:37][C:38]1[CH:43]=[CH:42][C:41]([CH2:44][NH2:45])=[C:40]([CH3:46])[CH:39]=1.[C:47]([C:51]1[N:55]=[C:54]([C:56](O)=[O:57])[O:53][N:52]=1)([CH3:50])([CH3:49])[CH3:48].CCCP(=O)=O.CN(C=O)C.CCN(C(C)C)C(C)C.C(Cl)Cl, predict the reaction product. The product is: [Br:37][C:38]1[CH:43]=[CH:42][C:41]([CH2:44][NH:45][C:56]([C:54]2[O:53][N:52]=[C:51]([C:47]([CH3:50])([CH3:49])[CH3:48])[N:55]=2)=[O:57])=[C:40]([CH3:46])[CH:39]=1.